This data is from Forward reaction prediction with 1.9M reactions from USPTO patents (1976-2016). The task is: Predict the product of the given reaction. (1) The product is: [CH2:1]([C:3]1[CH:4]=[C:5]([C:11]2[CH:12]=[CH:13][C:14]([C:17](=[O:25])[CH2:18][CH2:19][C:20]([OH:22])=[O:21])=[C:15]([CH3:27])[CH:16]=2)[CH:6]=[CH:7][C:8]=1[O:9][CH3:10])[CH3:2]. Given the reactants [CH2:1]([C:3]1[CH:4]=[C:5]([C:11]2[CH:16]=[CH:15][C:14]([C:17](=[O:25])[CH2:18][C:19](C)(C)[C:20]([OH:22])=[O:21])=[CH:13][CH:12]=2)[CH:6]=[CH:7][C:8]=1[O:9][CH3:10])[CH3:2].Br[C:27]1C=CC(C(=O)CCC(O)=O)=C(C)C=1.CC#N, predict the reaction product. (2) Given the reactants [Br:1]Br.[Cl:3][C:4]1[CH:9]=[CH:8][CH:7]=[CH:6][C:5]=1[C:10]1[CH:15]=[CH:14][C:13]([N+:16]([O-:18])=[O:17])=[C:12]([NH:19][CH3:20])[C:11]=1[C:21]#[N:22], predict the reaction product. The product is: [Br:1][C:15]1[CH:14]=[C:13]([N+:16]([O-:18])=[O:17])[C:12]([NH:19][CH3:20])=[C:11]([C:21]#[N:22])[C:10]=1[C:5]1[CH:6]=[CH:7][CH:8]=[CH:9][C:4]=1[Cl:3]. (3) Given the reactants [C:1]([O:6][CH2:7][CH:8](OCC)[O:9]CC)(=[O:5])[CH2:2][CH2:3][CH3:4].C(O)(C(F)(F)F)=O.O, predict the reaction product. The product is: [C:1]([O:6][CH2:7][CH:8]=[O:9])(=[O:5])[CH2:2][CH2:3][CH3:4]. (4) Given the reactants [CH3:1][CH:2]1[CH2:6][CH2:5][CH2:4][N:3]1[CH2:7][CH2:8][CH2:9][O:10][C:11]1[CH:16]=[CH:15][C:14]([C:17]2[S:18][C:19]3[CH2:24][CH2:23][CH:22]([NH:25]C(=O)OCC4C=CC=CC=4)[C:20]=3[N:21]=2)=[CH:13][CH:12]=1, predict the reaction product. The product is: [CH3:1][CH:2]1[CH2:6][CH2:5][CH2:4][N:3]1[CH2:7][CH2:8][CH2:9][O:10][C:11]1[CH:16]=[CH:15][C:14]([C:17]2[S:18][C:19]3[CH2:24][CH2:23][CH:22]([NH2:25])[C:20]=3[N:21]=2)=[CH:13][CH:12]=1. (5) The product is: [CH2:1]([O:8][C:9]([N:11]1[CH2:16][C@H:15]([O:17][CH2:18][C:19]2[CH:20]=[CH:21][C:22]3[O:27][CH2:26][CH2:25][N:24]([CH2:28][CH2:29][CH2:30][O:31][CH3:32])[C:23]=3[CH:33]=2)[C@@H:14]([C:34]2[CH:39]=[CH:38][C:37]([O:40][CH3:41])=[CH:36][CH:35]=2)[CH2:13][C@H:12]1[CH2:42][C:43](=[O:45])[NH:47][CH3:46])=[O:10])[C:2]1[CH:3]=[CH:4][CH:5]=[CH:6][CH:7]=1. Given the reactants [CH2:1]([O:8][C:9]([N:11]1[CH2:16][C@H:15]([O:17][CH2:18][C:19]2[CH:20]=[CH:21][C:22]3[O:27][CH2:26][CH2:25][N:24]([CH2:28][CH2:29][CH2:30][O:31][CH3:32])[C:23]=3[CH:33]=2)[C@@H:14]([C:34]2[CH:39]=[CH:38][C:37]([O:40][CH3:41])=[CH:36][CH:35]=2)[CH2:13][C@H:12]1[CH2:42][C:43]([OH:45])=O)=[O:10])[C:2]1[CH:7]=[CH:6][CH:5]=[CH:4][CH:3]=1.[CH3:46][NH2:47], predict the reaction product. (6) Given the reactants Cl[C:2]1[C:11]2[C:6](=[CH:7][C:8]([O:12][CH3:13])=[CH:9][CH:10]=2)[CH:5]=[C:4]([NH:14][C:15]2[CH:19]=[C:18]([CH3:20])[NH:17][N:16]=2)[N:3]=1.[CH3:21][C:22]1[C:23](B(O)O)=[CH:24][S:25][CH:26]=1, predict the reaction product. The product is: [CH3:20][C:18]1[NH:17][N:16]=[C:15]([NH:14][C:4]2[N:3]=[C:2]([C:23]3[C:22]([CH3:21])=[CH:26][S:25][CH:24]=3)[C:11]3[C:6]([CH:5]=2)=[CH:7][C:8]([O:12][CH3:13])=[CH:9][CH:10]=3)[CH:19]=1. (7) Given the reactants [CH3:1][NH:2][C:3](=[O:19])[CH2:4][N:5]([CH3:18])[C:6]1[C:14]2[C:9](=[CH:10][CH:11]=[C:12]([N+:15]([O-])=O)[CH:13]=2)[NH:8][N:7]=1.[NH4+].[Cl-].C(=O)(O)[O-].[Na+], predict the reaction product. The product is: [CH3:1][NH:2][C:3](=[O:19])[CH2:4][N:5]([CH3:18])[C:6]1[C:14]2[C:9](=[CH:10][CH:11]=[C:12]([NH2:15])[CH:13]=2)[NH:8][N:7]=1.